This data is from Reaction yield outcomes from USPTO patents with 853,638 reactions. The task is: Predict the reaction yield, written as a fraction of the theoretical maximum amount of product (1.0 means a 100% yield; for example, 0.34 means a 34% yield). The reactants are [CH3:1][N:2]([CH3:28])[CH2:3][C:4]([CH3:27])([O:6][C:7]1[N:12]=[N:11][C:10]([N:13]=C(C2C=CC=CC=2)C2C=CC=CC=2)=[CH:9][CH:8]=1)[CH3:5].Cl.NO.C([O-])(=O)C.[Na+]. The catalyst is CO. The product is [CH3:1][N:2]([CH3:28])[CH2:3][C:4]([CH3:5])([CH3:27])[O:6][C:7]1[N:12]=[N:11][C:10]([NH2:13])=[CH:9][CH:8]=1. The yield is 0.980.